The task is: Predict the reactants needed to synthesize the given product.. This data is from Full USPTO retrosynthesis dataset with 1.9M reactions from patents (1976-2016). Given the product [CH3:14][C:12]1[S:11][C:9]2[N:10]=[C:5]([S:2][CH3:1])[N:6]=[C:7]([C:15]3[CH:20]=[CH:19][C:18]([C:21]([F:24])([F:23])[F:22])=[CH:17][CH:16]=3)[C:8]=2[CH:13]=1, predict the reactants needed to synthesize it. The reactants are: [CH3:1][S-:2].[Na+].Cl[C:5]1[N:6]=[C:7]([C:15]2[CH:20]=[CH:19][C:18]([C:21]([F:24])([F:23])[F:22])=[CH:17][CH:16]=2)[C:8]2[CH:13]=[C:12]([CH3:14])[S:11][C:9]=2[N:10]=1.C(=O)(O)[O-].[Na+].